Dataset: Forward reaction prediction with 1.9M reactions from USPTO patents (1976-2016). Task: Predict the product of the given reaction. (1) Given the reactants ClC1C=CC=C(C(OO)=[O:9])C=1.[CH:12]1([C:18]2[CH:53]=[CH:52][C:21]([CH2:22][O:23][C:24]3[CH:29]=[CH:28][CH:27]=[CH:26][C:25]=3[CH2:30][CH2:31][CH:32]([S:41][C:42]3[CH:51]=[CH:50][C:45]([C:46]([O:48][CH3:49])=[O:47])=[CH:44][CH:43]=3)[CH2:33][CH2:34][CH2:35][CH2:36][C:37]([O:39][CH3:40])=[O:38])=[CH:20][CH:19]=2)[CH2:17][CH2:16][CH2:15][CH2:14][CH2:13]1, predict the reaction product. The product is: [CH:12]1([C:18]2[CH:53]=[CH:52][C:21]([CH2:22][O:23][C:24]3[CH:29]=[CH:28][CH:27]=[CH:26][C:25]=3[CH2:30][CH2:31][CH:32]([S:41]([C:42]3[CH:51]=[CH:50][C:45]([C:46]([O:48][CH3:49])=[O:47])=[CH:44][CH:43]=3)=[O:9])[CH2:33][CH2:34][CH2:35][CH2:36][C:37]([O:39][CH3:40])=[O:38])=[CH:20][CH:19]=2)[CH2:13][CH2:14][CH2:15][CH2:16][CH2:17]1. (2) The product is: [Cl:15][C:16]1[C:21]([NH:1][CH2:2][C@H:3]([C@H:5]2[C@H:12]3[C@H:8]([O:9][C:10]([CH3:14])([CH3:13])[O:11]3)[CH2:7][CH2:6]2)[OH:4])=[N:20][CH:19]=[CH:18][N:17]=1. Given the reactants [NH2:1][CH2:2][C@H:3]([C@H:5]1[C@H:12]2[C@H:8]([O:9][C:10]([CH3:14])([CH3:13])[O:11]2)[CH2:7][CH2:6]1)[OH:4].[Cl:15][C:16]1[C:21](Cl)=[N:20][CH:19]=[CH:18][N:17]=1.C(N(CC)CC)C, predict the reaction product. (3) Given the reactants [CH2:1]([O:3][C:4]([C:6]1[NH:7][C:8]2[C:13]([C:14]=1[C:15]([C:26]1[CH:31]=[CH:30][C:29]([O:32][CH:33]3[CH2:37][CH2:36][CH2:35][CH2:34]3)=[CH:28][CH:27]=1)=[C:16]([NH:22][C:23](=[O:25])[CH3:24])[C:17]([O:19][CH2:20][CH3:21])=[O:18])=[CH:12][C:11]([C:38]1[CH:43]=[CH:42][C:41]([C:44]([F:47])([F:46])[F:45])=[CH:40][CH:39]=1)=[CH:10][CH:9]=2)=[O:5])[CH3:2].C1COCC1, predict the reaction product. The product is: [CH2:1]([O:3][C:4]([C:6]1[NH:7][C:8]2[C:13]([C:14]=1[CH:15]([C:26]1[CH:31]=[CH:30][C:29]([O:32][CH:33]3[CH2:34][CH2:35][CH2:36][CH2:37]3)=[CH:28][CH:27]=1)[CH:16]([NH:22][C:23](=[O:25])[CH3:24])[C:17]([O:19][CH2:20][CH3:21])=[O:18])=[CH:12][C:11]([C:38]1[CH:43]=[CH:42][C:41]([C:44]([F:46])([F:45])[F:47])=[CH:40][CH:39]=1)=[CH:10][CH:9]=2)=[O:5])[CH3:2]. (4) Given the reactants [Cl:1][C:2]([Cl:11])([Cl:10])[C:3]([C:5]1[NH:6][CH:7]=[CH:8][CH:9]=1)=[O:4].ClS([N:16]=[C:17]=O)(=O)=O.CN(C=O)C.O, predict the reaction product. The product is: [Cl:11][C:2]([Cl:1])([Cl:10])[C:3]([C:5]1[NH:6][CH:7]=[C:8]([C:17]#[N:16])[CH:9]=1)=[O:4]. (5) Given the reactants C1([C:7]2C=CC=C[C:8]=2[CH2:9][OH:10])C=CC=CC=1.[C:15]1([C:21]2[CH:28]=[CH:27][C:24]([CH2:25][OH:26])=[CH:23][CH:22]=2)[CH:20]=[CH:19][CH:18]=[CH:17][CH:16]=1, predict the reaction product. The product is: [C:9]([O:26][CH2:25][C:24]1[CH:23]=[CH:22][C:21]([C:15]2[CH:16]=[CH:17][CH:18]=[CH:19][CH:20]=2)=[CH:28][CH:27]=1)(=[O:10])[CH:8]=[CH2:7]. (6) Given the reactants [CH2:1]([N:3]1[CH2:8][CH2:7][N:6]([S:9]([C:12]2[CH:17]=[CH:16][C:15]([C:18]3[CH:19]=[C:20]4[N:26]=[C:25]([CH2:27][CH2:28][CH:29]5[NH:35][C:34](=O)[CH2:33][CH2:32][CH2:31][CH2:30]5)[NH:24][C:21]4=[N:22][CH:23]=3)=[CH:14][CH:13]=2)(=[O:11])=[O:10])[CH2:5][CH2:4]1)[CH3:2].COC1C=CC(P2(SP(C3C=CC(OC)=CC=3)(=S)S2)=[S:46])=CC=1, predict the reaction product. The product is: [CH2:1]([N:3]1[CH2:8][CH2:7][N:6]([S:9]([C:12]2[CH:17]=[CH:16][C:15]([C:18]3[CH:19]=[C:20]4[N:26]=[C:25]([CH2:27][CH2:28][CH:29]5[NH:35][C:34](=[S:46])[CH2:33][CH2:32][CH2:31][CH2:30]5)[NH:24][C:21]4=[N:22][CH:23]=3)=[CH:14][CH:13]=2)(=[O:11])=[O:10])[CH2:5][CH2:4]1)[CH3:2].